From a dataset of HIV replication inhibition screening data with 41,000+ compounds from the AIDS Antiviral Screen. Binary Classification. Given a drug SMILES string, predict its activity (active/inactive) in a high-throughput screening assay against a specified biological target. (1) The molecule is C=C1CCCCCCCCCCC1S(=O)c1ccccc1. The result is 0 (inactive). (2) The drug is COC(=O)C1=CC2C(=O)OC1CC2C#N. The result is 0 (inactive). (3) The drug is Cc1cc(C(=C2C=CC(=N)C(S(=O)(=O)O)=C2)c2ccc(N)c(S(=O)(=O)O)c2)cc(S(=O)(=O)O)c1N. The result is 0 (inactive). (4) The compound is CC(NCc1c(O)ccc2c(-c3ccccc3)cc(=O)oc12)C(=O)O. The result is 0 (inactive). (5) The molecule is CC(C)[Si](OC1=CCCC2NC(=O)C(Cc3ccccc3)C12C)(C(C)C)C(C)C. The result is 0 (inactive). (6) The result is 0 (inactive). The drug is C=CCNC(=S)N=C1N=S(C)(=O)c2ccccc21. (7) The molecule is Cc1ccc([N+](=O)[O-])cc1NC1=NCCO1. The result is 0 (inactive).